This data is from Catalyst prediction with 721,799 reactions and 888 catalyst types from USPTO. The task is: Predict which catalyst facilitates the given reaction. (1) Reactant: [Br:1][C:2]1[CH:3]=[CH:4][C:5]2[O:14][C:13]3[C:12](=[O:15])[NH:11][C:10]([CH2:16]Cl)=[N:9][C:8]=3[C:6]=2[CH:7]=1.[NH:18]1[CH2:23][CH2:22][CH2:21][CH2:20][CH2:19]1. Product: [Br:1][C:2]1[CH:3]=[CH:4][C:5]2[O:14][C:13]3[C:12](=[O:15])[NH:11][C:10]([CH2:16][N:18]4[CH2:23][CH2:22][CH2:21][CH2:20][CH2:19]4)=[N:9][C:8]=3[C:6]=2[CH:7]=1. The catalyst class is: 8. (2) Reactant: [Cl:1][C:2]1[CH:3]=[C:4]([C:9](=O)[CH2:10][C:11]([O:13]CC)=O)[CH:5]=[CH:6][C:7]=1[Cl:8].[NH2:17][C:18]1[NH:22][N:21]=[CH:20][C:19]=1[C:23]#[N:24].CC1C=CC(S(O)(=O)=O)=CC=1. Product: [Cl:1][C:2]1[CH:3]=[C:4]([C:9]2[NH:17][C:18]3[N:22]([N:21]=[CH:20][C:19]=3[C:23]#[N:24])[C:11](=[O:13])[CH:10]=2)[CH:5]=[CH:6][C:7]=1[Cl:8]. The catalyst class is: 51. (3) Reactant: [Cl-].[Ce+3].[Cl-].[Cl-].[CH:5]([Mg]Br)=[CH2:6].[CH:9]1([O:14][C:15]2[N:23]=[C:22]3[C:18]([N:19]=[CH:20][N:21]3[C@@H:24]3[O:39][C@H:38]([CH3:40])[C@@H:26]([O:27][Si:28]([CH:35]([CH3:37])[CH3:36])([CH:32]([CH3:34])[CH3:33])[CH:29]([CH3:31])[CH3:30])[C:25]3=[O:41])=[C:17]([NH2:42])[N:16]=2)[CH2:13][CH2:12][CH2:11][CH2:10]1.C(O)(=O)C. Product: [CH:9]1([O:14][C:15]2[N:23]=[C:22]3[C:18]([N:19]=[CH:20][N:21]3[C@@H:24]3[O:39][C@H:38]([CH3:40])[C@@H:26]([O:27][Si:28]([CH:35]([CH3:37])[CH3:36])([CH:29]([CH3:30])[CH3:31])[CH:32]([CH3:33])[CH3:34])[C@:25]3([CH:5]=[CH2:6])[OH:41])=[C:17]([NH2:42])[N:16]=2)[CH2:10][CH2:11][CH2:12][CH2:13]1. The catalyst class is: 7.